This data is from Reaction yield outcomes from USPTO patents with 853,638 reactions. The task is: Predict the reaction yield, written as a fraction of the theoretical maximum amount of product (1.0 means a 100% yield; for example, 0.34 means a 34% yield). (1) The reactants are [Cl:1][C:2]1[CH:3]=[C:4]([NH:8][C:9]([N:11]2[CH2:16][CH2:15][C:14]3[NH:17][N:18]=[C:19](OS(C(F)(F)F)(=O)=O)[C:13]=3[CH2:12]2)=[O:10])[CH:5]=[CH:6][CH:7]=1.[N:28]1[CH:33]=[CH:32][CH:31]=[C:30](B(O)O)[CH:29]=1.[O-]P([O-])([O-])=O.[K+].[K+].[K+]. The catalyst is O1CCOCC1.C1C=CC(P(C2C=CC=CC=2)[C-]2C=CC=C2)=CC=1.C1C=CC(P(C2C=CC=CC=2)[C-]2C=CC=C2)=CC=1.Cl[Pd]Cl.[Fe+2].C1C=CC(P(C2C=CC=CC=2)[C-]2C=CC=C2)=CC=1.C1C=CC(P(C2C=CC=CC=2)[C-]2C=CC=C2)=CC=1.[Fe+2]. The product is [Cl:1][C:2]1[CH:3]=[C:4]([NH:8][C:9]([N:11]2[CH2:16][CH2:15][C:14]3[NH:17][N:18]=[C:19]([C:30]4[CH:29]=[N:28][CH:33]=[CH:32][CH:31]=4)[C:13]=3[CH2:12]2)=[O:10])[CH:5]=[CH:6][CH:7]=1. The yield is 0.120. (2) The product is [ClH:20].[CH2:1]([O:3][C:4]([C:6]1[CH:7]=[N:8][N:9]([C:12](=[NH:11])[NH2:13])[CH:10]=1)=[O:5])[CH3:2]. The reactants are [CH2:1]([O:3][C:4]([C:6]1[CH:7]=[N:8][NH:9][CH:10]=1)=[O:5])[CH3:2].[N:11]#[C:12][NH2:13].O1CCOCC1.[ClH:20]. The catalyst is CCOCC. The yield is 0.930. (3) The reactants are Br[C:2]1[N:3]=[C:4]2[C:10]([C:11]([NH:13][C:14]([CH3:17])([CH3:16])[CH3:15])=[O:12])=[CH:9][N:8]([CH2:18][O:19][CH2:20][CH2:21][Si:22]([CH3:25])([CH3:24])[CH3:23])[C:5]2=[N:6][CH:7]=1.[F:26][C:27]1[CH:28]=[CH:29][C:30]2[N:31]([CH:33]=[N:34][C:35]=2[Sn](CCCC)(CCCC)CCCC)[CH:32]=1.CN(C=O)C. The catalyst is CCOCC.C(OCC)(=O)C.O.C1C=CC([P]([Pd]([P](C2C=CC=CC=2)(C2C=CC=CC=2)C2C=CC=CC=2)([P](C2C=CC=CC=2)(C2C=CC=CC=2)C2C=CC=CC=2)[P](C2C=CC=CC=2)(C2C=CC=CC=2)C2C=CC=CC=2)(C2C=CC=CC=2)C2C=CC=CC=2)=CC=1.[Cu]I. The product is [C:14]([NH:13][C:11]([C:10]1[C:4]2[C:5](=[N:6][CH:7]=[C:2]([C:35]3[N:34]=[CH:33][N:31]4[CH:32]=[C:27]([F:26])[CH:28]=[CH:29][C:30]=34)[N:3]=2)[N:8]([CH2:18][O:19][CH2:20][CH2:21][Si:22]([CH3:25])([CH3:24])[CH3:23])[CH:9]=1)=[O:12])([CH3:17])([CH3:16])[CH3:15]. The yield is 0.312. (4) The reactants are [NH2:1][C:2]1[N:7]=[C:6]([C:8]([F:11])([F:10])[F:9])[CH:5]=[CH:4][N:3]=1.C1C(=O)N([Br:19])C(=O)C1. The catalyst is CC#N. The product is [Br:19][C:5]1[C:6]([C:8]([F:11])([F:9])[F:10])=[N:7][C:2]([NH2:1])=[N:3][CH:4]=1. The yield is 0.850. (5) The reactants are [Cl:1][C:2]1[CH:7]=[C:6]([CH:8]([F:10])[F:9])[CH:5]=[CH:4][N:3]=1.[Cl:11]N1C(=O)N(Cl)C(=O)N(Cl)C1=O.C1(C(OOC(=O)C2C=CC=CC=2)=O)C=CC=CC=1. The catalyst is C(Cl)(Cl)(Cl)Cl. The product is [Cl:1][C:2]1[CH:7]=[C:6]([C:8]([Cl:11])([F:10])[F:9])[CH:5]=[CH:4][N:3]=1. The yield is 0.610. (6) The reactants are [O:1]1[C:5]2[CH:6]=[CH:7][CH:8]=[CH:9][C:4]=2[CH:3]=[N:2]1.[S:10]([Cl:14])(=O)(=[O:12])[OH:11]. The catalyst is ClCCl. The product is [O:1]1[C:5]2[CH:6]=[CH:7][C:8]([S:10]([Cl:14])(=[O:12])=[O:11])=[CH:9][C:4]=2[CH:3]=[N:2]1. The yield is 0.480. (7) The reactants are [NH:1]1[C:11]2[C:6](=[CH:7][CH:8]=[CH:9][CH:10]=2)[C:4](=[O:5])[C:2]1=[O:3].[C:12](O)(=O)[CH3:13].[CH2:16](O)[CH3:17]. The catalyst is C1COCC1. The product is [CH:17]1([CH2:12][CH2:13][N:1]2[C:11]3[C:6](=[CH:7][CH:8]=[CH:9][CH:10]=3)[C:4](=[O:5])[C:2]2=[O:3])[CH2:16][CH2:7][CH2:6][CH2:4][CH2:2]1. The yield is 0.200. (8) The reactants are [C:1]([O:5][C:6]([NH:8][CH:9]([C@H:15]([CH2:22][O:23][CH3:24])[CH2:16][CH2:17][CH2:18][CH2:19][CH:20]=[CH2:21])[C:10]([O:12]CC)=[O:11])=[O:7])([CH3:4])([CH3:3])[CH3:2].CO.[Li+].[OH-]. The catalyst is C1COCC1.O. The product is [C:1]([O:5][C:6]([NH:8][CH:9]([C@H:15]([CH2:22][O:23][CH3:24])[CH2:16][CH2:17][CH2:18][CH2:19][CH:20]=[CH2:21])[C:10]([OH:12])=[O:11])=[O:7])([CH3:4])([CH3:3])[CH3:2]. The yield is 0.650. (9) The catalyst is O.[OH-].[Na+]. The yield is 0.850. The reactants are [OH:1][C:2]1[CH:10]=[CH:9][C:5]([C:6](O)=[O:7])=[CH:4][CH:3]=1. The product is [OH:1][C:2]1[CH:10]=[CH:9][C:5]([CH:6]=[O:7])=[CH:4][CH:3]=1. (10) The reactants are [Br:1][C:2]1[CH:11]=[CH:10][CH:9]=[C:8]2[C:3]=1C(=O)[N:5]1[C:15]([NH:16][C:17]3[CH:22]=[CH:21][C:20]([N:23]4[CH2:28][CH2:27][N:26]([CH:29]([CH3:31])[CH3:30])[CH2:25][CH2:24]4)=[CH:19][C:18]=3[O:32][CH3:33])=[N:14][C:13]3[N:34]([S:37]([C:40]4[CH:45]=[CH:44][C:43]([CH3:46])=[CH:42][CH:41]=4)(=[O:39])=[O:38])[CH:35]=[CH:36][C:12]=3[C:6]1=[N:7]2.[C:48](=[O:51])([O-])[O-:49].[K+].[K+].[CH3:54]O. The yield is 0.800. No catalyst specified. The product is [Br:1][C:2]1[CH:11]=[CH:10][CH:9]=[C:8]([NH:7][C:6]2[C:12]3[CH:36]=[CH:35][N:34]([S:37]([C:40]4[CH:45]=[CH:44][C:43]([CH3:46])=[CH:42][CH:41]=4)(=[O:39])=[O:38])[C:13]=3[N:14]=[C:15]([NH:16][C:17]3[CH:22]=[CH:21][C:20]([N:23]4[CH2:28][CH2:27][N:26]([CH:29]([CH3:31])[CH3:30])[CH2:25][CH2:24]4)=[CH:19][C:18]=3[O:32][CH3:33])[N:5]=2)[C:3]=1[C:48]([O:49][CH3:54])=[O:51].